Predict the product of the given reaction. From a dataset of Forward reaction prediction with 1.9M reactions from USPTO patents (1976-2016). (1) Given the reactants [C:1]([O:5][C:6]([N:8]([CH2:38][C:39]#[C:40][C:41]1[S:42][CH:43]=[CH:44][CH:45]=1)[CH2:9][CH2:10][N:11]([CH:35]([CH3:37])[CH3:36])[C:12](=[O:34])[C:13]([N:15]1[CH2:24][CH2:23][C:22]2[C:17](=[CH:18][C:19]([O:27][CH:28]([CH3:30])[CH3:29])=[C:20]([O:25][CH3:26])[CH:21]=2)[CH:16]1C(O)=O)=O)=[O:7])([CH3:4])([CH3:3])[CH3:2].C([O-])(=O)C.[Na+].O, predict the reaction product. The product is: [CH:35]([N:11]1[C:12](=[O:34])[C:13]2[N:15]3[CH2:24][CH2:23][C:22]4[CH:21]=[C:20]([O:25][CH3:26])[C:19]([O:27][CH:28]([CH3:29])[CH3:30])=[CH:18][C:17]=4[C:16]3=[C:40]([C:41]3[S:42][CH:43]=[CH:44][CH:45]=3)[C:39]=2[CH2:38][N:8]([C:6]([O:5][C:1]([CH3:3])([CH3:4])[CH3:2])=[O:7])[CH2:9][CH2:10]1)([CH3:36])[CH3:37]. (2) Given the reactants [CH2:1]([C@@H:8]([NH:12][C:13](=[O:19])[O:14][C:15]([CH3:18])([CH3:17])[CH3:16])[C:9](=[O:11])[CH3:10])[C:2]1[CH:7]=[CH:6][CH:5]=[CH:4][CH:3]=1.[BH4-].[Na+], predict the reaction product. The product is: [CH2:1]([C@@H:8]([NH:12][C:13](=[O:19])[O:14][C:15]([CH3:18])([CH3:17])[CH3:16])[CH:9]([OH:11])[CH3:10])[C:2]1[CH:7]=[CH:6][CH:5]=[CH:4][CH:3]=1.